This data is from Reaction yield outcomes from USPTO patents with 853,638 reactions. The task is: Predict the reaction yield, written as a fraction of the theoretical maximum amount of product (1.0 means a 100% yield; for example, 0.34 means a 34% yield). (1) The reactants are [H-].[Na+].[NH2:3][C:4]1[N:12]=[CH:11][CH:10]=[CH:9][C:5]=1[C:6]([OH:8])=[O:7].I[CH2:14][CH3:15]. The catalyst is CN(C=O)C. The product is [CH2:14]([O:7][C:6](=[O:8])[C:5]1[CH:9]=[CH:10][CH:11]=[N:12][C:4]=1[NH2:3])[CH3:15]. The yield is 0.720. (2) The reactants are Br[C:2]1[S:6][C:5]([N:7]([CH3:18])[CH:8]2[CH2:13][C:12]([CH3:15])([CH3:14])[NH:11][C:10]([CH3:17])([CH3:16])[CH2:9]2)=[N:4][N:3]=1.[Cl:19][C:20]1[CH:25]=[CH:24][C:23](B(O)O)=[C:22]([O:29][CH3:30])[CH:21]=1.C([O-])([O-])=O.[Na+].[Na+]. The catalyst is O1CCOCC1.O.CCOC(C)=O.C1C=CC([P]([Pd]([P](C2C=CC=CC=2)(C2C=CC=CC=2)C2C=CC=CC=2)([P](C2C=CC=CC=2)(C2C=CC=CC=2)C2C=CC=CC=2)[P](C2C=CC=CC=2)(C2C=CC=CC=2)C2C=CC=CC=2)(C2C=CC=CC=2)C2C=CC=CC=2)=CC=1. The product is [Cl:19][C:20]1[CH:25]=[CH:24][C:23]([C:2]2[S:6][C:5]([N:7]([CH3:18])[CH:8]3[CH2:13][C:12]([CH3:15])([CH3:14])[NH:11][C:10]([CH3:17])([CH3:16])[CH2:9]3)=[N:4][N:3]=2)=[C:22]([O:29][CH3:30])[CH:21]=1. The yield is 0.890. (3) The reactants are Br[C:2]1[CH:7]=[CH:6][CH:5]=[CH:4][C:3]=1[CH:8]1[CH2:10][CH:9]1[C:11]1([CH3:14])[CH2:13][CH2:12]1.[NH3:15]. The catalyst is C(O)CO. The product is [CH3:14][C:11]1([CH:9]2[CH2:10][CH:8]2[C:3]2[CH:4]=[CH:5][CH:6]=[CH:7][C:2]=2[NH2:15])[CH2:13][CH2:12]1. The yield is 0.800. (4) The reactants are [Cl:1][C:2]1[CH:11]=[C:10]([O:12][CH3:13])[C:9]([N:14]2[CH:18]=[CH:17][CH:16]=[N:15]2)=[CH:8][C:3]=1[C:4](OC)=[O:5].[NH3:19]. The catalyst is CO.O. The product is [Cl:1][C:2]1[CH:11]=[C:10]([O:12][CH3:13])[C:9]([N:14]2[CH:18]=[CH:17][CH:16]=[N:15]2)=[CH:8][C:3]=1[C:4]([NH2:19])=[O:5]. The yield is 0.420. (5) The reactants are [Br:1][C:2]1[N:7]=[C:6]([C:8](O)([CH3:10])[CH3:9])[CH:5]=[CH:4][CH:3]=1.B(F)(F)F.[CH3:16][CH2:17][O:18]CC.[OH-].[Na+].C(#[N:25])C. No catalyst specified. The product is [Br:1][C:2]1[N:7]=[C:6]([C:8]([NH:25][C:17](=[O:18])[CH3:16])([CH3:10])[CH3:9])[CH:5]=[CH:4][CH:3]=1. The yield is 0.260. (6) The reactants are [CH3:1][N:2]([CH2:22][C@@H:23]1[C:26]2[CH:27]=[C:28]([O:33][CH3:34])[C:29]([O:31][CH3:32])=[CH:30][C:25]=2[CH2:24]1)[CH2:3][CH2:4][CH2:5][N:6]1[C:16](=[O:17])[CH2:15][C:14]2[C:9](=[CH:10][C:11]([O:20][CH3:21])=[C:12]([O:18][CH3:19])[CH:13]=2)[CH2:8][CH2:7]1.[CH2:35]([S:37]([OH:40])(=[O:39])=[O:38])[CH3:36]. The catalyst is ClCCl. The product is [CH3:1][N:2]([CH2:22][C@@H:23]1[C:26]2[CH:27]=[C:28]([O:33][CH3:34])[C:29]([O:31][CH3:32])=[CH:30][C:25]=2[CH2:24]1)[CH2:3][CH2:4][CH2:5][N:6]1[C:16](=[O:17])[CH2:15][C:14]2[C:9](=[CH:10][C:11]([O:20][CH3:21])=[C:12]([O:18][CH3:19])[CH:13]=2)[CH2:8][CH2:7]1.[CH2:35]([S:37]([O-:40])(=[O:39])=[O:38])[CH3:36]. The yield is 0.800. (7) The reactants are C(OC(=O)[NH:7][C:8]1[S:9][C:10]([CH2:14][C:15]2[C:23]3[C:18](=[N:19][CH:20]=[C:21]([Cl:24])[CH:22]=3)[N:17]([S:25]([C:28]3[CH:33]=[CH:32][CH:31]=[CH:30][CH:29]=3)(=[O:27])=[O:26])[CH:16]=2)=[C:11]([Cl:13])[N:12]=1)(C)(C)C.Cl. The catalyst is ClCCl. The product is [C:28]1([S:25]([N:17]2[C:18]3=[N:19][CH:20]=[C:21]([Cl:24])[CH:22]=[C:23]3[C:15]([CH2:14][C:10]3[S:9][C:8]([NH2:7])=[N:12][C:11]=3[Cl:13])=[CH:16]2)(=[O:27])=[O:26])[CH:29]=[CH:30][CH:31]=[CH:32][CH:33]=1. The yield is 0.742. (8) The reactants are [CH:1]1[CH:10]=[CH:9][CH:8]=[C:7]2[C:2]=1[C:3]([C:18]([OH:20])=O)=[C:4]1[NH:17][C:16]3[C:11](=[CH:12][CH:13]=[CH:14][CH:15]=3)[C:5]1=[N:6]2.[CH3:21][N:22]([CH3:27])[CH2:23][CH:24]([NH2:26])C.[CH2:28](N(CC)CC)C. The catalyst is O=S(Cl)Cl.C(Cl)Cl. The product is [CH3:21][N:22]([CH3:27])[CH:23]([CH3:28])[CH2:24][NH:26][C:18]([C:3]1[C:2]2[C:7](=[CH:8][CH:9]=[CH:10][CH:1]=2)[N:6]=[C:5]2[C:11]3[C:16]([NH:17][C:4]=12)=[CH:15][CH:14]=[CH:13][CH:12]=3)=[O:20]. The yield is 0.310.